This data is from Forward reaction prediction with 1.9M reactions from USPTO patents (1976-2016). The task is: Predict the product of the given reaction. (1) Given the reactants [F:1][C:2]1[CH:7]=[CH:6][C:5]([C:8]2[N:17]=[C:16]([O:18][CH:19]3[CH2:37][CH:36]4[N:21]([C:22](=[O:57])[N:23](CC5C=CC(OC)=CC=5)[CH2:24][CH2:25][CH2:26][CH2:27][CH2:28][CH:29]=[CH:30][CH:31]5[C:33]([C:39]([NH:41][S:42]([CH:45]6[CH2:47][CH2:46]6)(=[O:44])=[O:43])=[O:40])([NH:34][C:35]4=[O:38])[CH2:32]5)[CH2:20]3)[C:15]3[C:10](=[C:11]([CH3:60])[C:12]([O:58][CH3:59])=[CH:13][CH:14]=3)[N:9]=2)=[CH:4][CH:3]=1, predict the reaction product. The product is: [F:1][C:2]1[CH:3]=[CH:4][C:5]([C:8]2[N:17]=[C:16]([O:18][CH:19]3[CH2:37][CH:36]4[N:21]([C:22](=[O:57])[NH:23][CH2:24][CH2:25][CH2:26][CH2:27][CH2:28][CH:29]=[CH:30][CH:31]5[C:33]([C:39]([NH:41][S:42]([CH:45]6[CH2:47][CH2:46]6)(=[O:44])=[O:43])=[O:40])([NH:34][C:35]4=[O:38])[CH2:32]5)[CH2:20]3)[C:15]3[C:10](=[C:11]([CH3:60])[C:12]([O:58][CH3:59])=[CH:13][CH:14]=3)[N:9]=2)=[CH:6][CH:7]=1. (2) Given the reactants [CH2:1]([O:8][C:9]1[C:10]([C:30]([O:32][C:33]([CH3:36])([CH3:35])[CH3:34])=[O:31])=[N:11][C:12]([CH2:16][CH:17]2[CH2:22][CH2:21][N:20]([C:23]3[N:28]=[CH:27][C:26](Br)=[CH:25][N:24]=3)[CH2:19][CH2:18]2)=[N:13][C:14]=1[CH3:15])[C:2]1[CH:7]=[CH:6][CH:5]=[CH:4][CH:3]=1.[C:37]1(B(O)O)[CH:42]=[CH:41][CH:40]=[CH:39][CH:38]=1.O.P([O-])([O-])([O-])=O.[K+].[K+].[K+], predict the reaction product. The product is: [CH2:1]([O:8][C:9]1[C:10]([C:30]([O:32][C:33]([CH3:36])([CH3:35])[CH3:34])=[O:31])=[N:11][C:12]([CH2:16][CH:17]2[CH2:22][CH2:21][N:20]([C:23]3[N:28]=[CH:27][C:26]([C:37]4[CH:42]=[CH:41][CH:40]=[CH:39][CH:38]=4)=[CH:25][N:24]=3)[CH2:19][CH2:18]2)=[N:13][C:14]=1[CH3:15])[C:2]1[CH:7]=[CH:6][CH:5]=[CH:4][CH:3]=1. (3) Given the reactants Br[C:2]1[CH:3]=[C:4]([C:8]2[C:9]3[CH:23]=[CH:22][NH:21][C:10]=3[N:11]=[C:12]([C:14]3[CH:19]=[CH:18][CH:17]=[C:16]([CH3:20])[N:15]=3)[N:13]=2)[CH:5]=[N:6][CH:7]=1.[CH2:24]([N:26]1[CH2:31][CH2:30][N:29]([CH2:32][C:33]#[CH:34])[CH2:28][CH2:27]1)C, predict the reaction product. The product is: [CH3:24][N:26]1[CH2:31][CH2:30][N:29]([CH2:32][C:33]#[C:34][C:2]2[CH:3]=[C:4]([C:8]3[C:9]4[CH:23]=[CH:22][NH:21][C:10]=4[N:11]=[C:12]([C:14]4[CH:19]=[CH:18][CH:17]=[C:16]([CH3:20])[N:15]=4)[N:13]=3)[CH:5]=[N:6][CH:7]=2)[CH2:28][CH2:27]1. (4) Given the reactants [C:1]([C:3]1[N:4]=[CH:5][C:6]([NH:20][C@H:21]([CH2:25][CH:26]([CH3:28])[CH3:27])[C:22]([NH2:24])=[O:23])=[N:7][C:8]=1[NH:9][C:10]1[CH:18]=[CH:17][CH:16]=[C:15]2[C:11]=1[CH:12]=[CH:13][N:14]2[CH3:19])#[N:2].[OH-].[Na+].OO.CC(O)=[O:35], predict the reaction product. The product is: [NH2:24][C:22](=[O:23])[C@H:21]([NH:20][C:6]1[N:7]=[C:8]([NH:9][C:10]2[CH:18]=[CH:17][CH:16]=[C:15]3[C:11]=2[CH:12]=[CH:13][N:14]3[CH3:19])[C:3]([C:1]([NH2:2])=[O:35])=[N:4][CH:5]=1)[CH2:25][CH:26]([CH3:28])[CH3:27]. (5) Given the reactants [CH2:1](O)[CH3:2].C1(P(C2C=CC=CC=2)C2C=CC=CC=2)C=CC=CC=1.[Br:23][C:24]1[C:28]2=[N:29][CH:30]=[CH:31][CH:32]=[C:27]2[NH:26][N:25]=1.CC(OC(/N=N/C(OC(C)C)=O)=O)C, predict the reaction product. The product is: [Br:23][C:24]1[N:25]([CH2:1][CH3:2])[N:26]=[C:27]2[CH:32]=[CH:31][CH:30]=[N:29][C:28]=12. (6) Given the reactants Cl[C:2]1[C:3]2[C:10]3[CH2:11][CH2:12][C:13]([O:18][CH3:19])([CH2:15][O:16][CH3:17])[CH2:14][C:9]=3[S:8][C:4]=2[N:5]=[CH:6][N:7]=1.[CH3:20][O:21][C:22]1[CH:30]=[C:29]2[C:25]([CH:26]=[N:27][NH:28]2)=[CH:24][C:23]=1[NH2:31], predict the reaction product. The product is: [CH3:19][O:18][C:13]1([CH2:15][O:16][CH3:17])[CH2:12][CH2:11][C:10]2[C:3]3[C:2]([NH:31][C:23]4[CH:24]=[C:25]5[C:29](=[CH:30][C:22]=4[O:21][CH3:20])[NH:28][N:27]=[CH:26]5)=[N:7][CH:6]=[N:5][C:4]=3[S:8][C:9]=2[CH2:14]1.